This data is from NCI-60 drug combinations with 297,098 pairs across 59 cell lines. The task is: Regression. Given two drug SMILES strings and cell line genomic features, predict the synergy score measuring deviation from expected non-interaction effect. Drug 1: C1=NC2=C(N1)C(=S)N=C(N2)N. Drug 2: CNC(=O)C1=NC=CC(=C1)OC2=CC=C(C=C2)NC(=O)NC3=CC(=C(C=C3)Cl)C(F)(F)F. Cell line: SR. Synergy scores: CSS=78.8, Synergy_ZIP=-0.452, Synergy_Bliss=-2.68, Synergy_Loewe=-3.24, Synergy_HSA=-0.360.